From a dataset of Retrosynthesis with 50K atom-mapped reactions and 10 reaction types from USPTO. Predict the reactants needed to synthesize the given product. (1) Given the product CC#CC(=O)Nc1ccc(N=CN(C)C)c(C#N)c1, predict the reactants needed to synthesize it. The reactants are: CC#CC(=O)O.CN(C)C=Nc1ccc(N)cc1C#N. (2) Given the product O=C1CCC(N2Cc3c(CNC(=O)c4ccccn4)cccc3C2=O)C(=O)N1, predict the reactants needed to synthesize it. The reactants are: NCc1cccc2c1CN(C1CCC(=O)NC1=O)C2=O.O=C(Cl)c1ccccn1. (3) Given the product OC1CCc2cc(F)ccc21, predict the reactants needed to synthesize it. The reactants are: O=C1CCc2cc(F)ccc21. (4) Given the product O=C(Cc1cc(C(F)(F)F)ccc1Cl)N1CCC(c2nc(CCc3ccccc3)cs2)CC1, predict the reactants needed to synthesize it. The reactants are: O=C(O)Cc1cc(C(F)(F)F)ccc1Cl.c1ccc(CCc2csc(C3CCNCC3)n2)cc1. (5) The reactants are: CCCC[Sn](CCCC)(CCCC)c1ccnc(-c2ccc3c(cnn3C)c2)n1.COC(=O)[C@@H](OC(C)(C)C)c1c(C)cc2nc(Br)sc2c1-c1ccc(Cl)cc1. Given the product COC(=O)[C@@H](OC(C)(C)C)c1c(C)cc2nc(-c3ccnc(-c4ccc5c(cnn5C)c4)n3)sc2c1-c1ccc(Cl)cc1, predict the reactants needed to synthesize it. (6) The reactants are: CC1(C)OB(c2ccc(N)nc2)OC1(C)C.Cc1cc(-c2cc(C(F)(F)F)nc(-c3cccc(Br)c3)n2)ccc1Cl. Given the product Cc1cc(-c2cc(C(F)(F)F)nc(-c3cccc(-c4ccc(N)nc4)c3)n2)ccc1Cl, predict the reactants needed to synthesize it.